From a dataset of Blood-brain barrier penetration binary classification data from Martins et al.. Regression/Classification. Given a drug SMILES string, predict its absorption, distribution, metabolism, or excretion properties. Task type varies by dataset: regression for continuous measurements (e.g., permeability, clearance, half-life) or binary classification for categorical outcomes (e.g., BBB penetration, CYP inhibition). Dataset: bbb_martins. The molecule is COc1ccc2c(c1)c(CC(=O)O)c(C)n2C(=O)c1ccc(Cl)cc1. The result is 0 (does not penetrate BBB).